This data is from NCI-60 drug combinations with 297,098 pairs across 59 cell lines. The task is: Regression. Given two drug SMILES strings and cell line genomic features, predict the synergy score measuring deviation from expected non-interaction effect. (1) Drug 1: CCC1(CC2CC(C3=C(CCN(C2)C1)C4=CC=CC=C4N3)(C5=C(C=C6C(=C5)C78CCN9C7C(C=CC9)(C(C(C8N6C=O)(C(=O)OC)O)OC(=O)C)CC)OC)C(=O)OC)O.OS(=O)(=O)O. Drug 2: C1=NC2=C(N=C(N=C2N1C3C(C(C(O3)CO)O)F)Cl)N. Cell line: EKVX. Synergy scores: CSS=3.38, Synergy_ZIP=-2.91, Synergy_Bliss=-1.93, Synergy_Loewe=-4.38, Synergy_HSA=-2.37. (2) Drug 1: C1=CN(C=N1)CC(O)(P(=O)(O)O)P(=O)(O)O. Drug 2: C(=O)(N)NO. Cell line: MCF7. Synergy scores: CSS=4.19, Synergy_ZIP=5.75, Synergy_Bliss=2.00, Synergy_Loewe=3.18, Synergy_HSA=2.02. (3) Drug 1: C(CC(=O)O)C(=O)CN.Cl. Drug 2: CC(C)NC(=O)C1=CC=C(C=C1)CNNC.Cl. Cell line: OVCAR-4. Synergy scores: CSS=8.02, Synergy_ZIP=-2.37, Synergy_Bliss=2.13, Synergy_Loewe=-0.688, Synergy_HSA=-0.766. (4) Drug 1: CCC1(CC2CC(C3=C(CCN(C2)C1)C4=CC=CC=C4N3)(C5=C(C=C6C(=C5)C78CCN9C7C(C=CC9)(C(C(C8N6C)(C(=O)OC)O)OC(=O)C)CC)OC)C(=O)OC)O.OS(=O)(=O)O. Drug 2: N.N.Cl[Pt+2]Cl. Cell line: MDA-MB-231. Synergy scores: CSS=58.1, Synergy_ZIP=-6.65, Synergy_Bliss=-8.50, Synergy_Loewe=-0.700, Synergy_HSA=0.940. (5) Drug 1: C1CCC(C1)C(CC#N)N2C=C(C=N2)C3=C4C=CNC4=NC=N3. Drug 2: C1CC(=O)NC(=O)C1N2C(=O)C3=CC=CC=C3C2=O. Cell line: BT-549. Synergy scores: CSS=8.98, Synergy_ZIP=4.39, Synergy_Bliss=10.9, Synergy_Loewe=8.60, Synergy_HSA=7.80. (6) Drug 1: C1=C(C(=O)NC(=O)N1)F. Drug 2: CC1=CC=C(C=C1)C2=CC(=NN2C3=CC=C(C=C3)S(=O)(=O)N)C(F)(F)F. Cell line: LOX IMVI. Synergy scores: CSS=27.5, Synergy_ZIP=-4.95, Synergy_Bliss=-8.95, Synergy_Loewe=-13.8, Synergy_HSA=-7.53. (7) Drug 1: CC12CCC3C(C1CCC2=O)CC(=C)C4=CC(=O)C=CC34C. Drug 2: CC1=C(C=C(C=C1)NC(=O)C2=CC=C(C=C2)CN3CCN(CC3)C)NC4=NC=CC(=N4)C5=CN=CC=C5. Cell line: UO-31. Synergy scores: CSS=24.2, Synergy_ZIP=-6.74, Synergy_Bliss=-2.06, Synergy_Loewe=-3.92, Synergy_HSA=-3.97.